This data is from Full USPTO retrosynthesis dataset with 1.9M reactions from patents (1976-2016). The task is: Predict the reactants needed to synthesize the given product. (1) Given the product [C:26]([O:25][C:23]([N:20]1[CH2:21][CH2:22][C@H:18]([NH:17][C:2]2[N:10]=[CH:9][N:8]=[C:7]3[C:3]=2[N:4]=[C:5]([C:13]([O:15][CH3:16])=[O:14])[N:6]3[CH2:11][CH3:12])[CH2:19]1)=[O:24])([CH3:29])([CH3:27])[CH3:28], predict the reactants needed to synthesize it. The reactants are: Cl[C:2]1[N:10]=[CH:9][N:8]=[C:7]2[C:3]=1[N:4]=[C:5]([C:13]([O:15][CH3:16])=[O:14])[N:6]2[CH2:11][CH3:12].[NH2:17][C@H:18]1[CH2:22][CH2:21][N:20]([C:23]([O:25][C:26]([CH3:29])([CH3:28])[CH3:27])=[O:24])[CH2:19]1.C(N(CC)C(C)C)(C)C. (2) Given the product [C:18]([O:17][C:15]([N:12]1[CH2:13][CH2:14][CH:9]([O:8][C:5]2[CH:6]=[N:7][C:2]([N:22]3[C:30]4[C:25](=[CH:26][C:27]([C:31]#[N:32])=[CH:28][CH:29]=4)[CH:24]=[CH:23]3)=[CH:3][CH:4]=2)[CH2:10][CH2:11]1)=[O:16])([CH3:21])([CH3:20])[CH3:19], predict the reactants needed to synthesize it. The reactants are: Cl[C:2]1[N:7]=[CH:6][C:5]([O:8][CH:9]2[CH2:14][CH2:13][N:12]([C:15]([O:17][C:18]([CH3:21])([CH3:20])[CH3:19])=[O:16])[CH2:11][CH2:10]2)=[CH:4][CH:3]=1.[NH:22]1[C:30]2[C:25](=[CH:26][C:27]([C:31]#[N:32])=[CH:28][CH:29]=2)[CH:24]=[CH:23]1.